Dataset: Full USPTO retrosynthesis dataset with 1.9M reactions from patents (1976-2016). Task: Predict the reactants needed to synthesize the given product. (1) Given the product [OH:1][C:2]1[C:3]([CH:13]=[O:14])=[CH:4][C:5]([N+:10]([O-:12])=[O:11])=[CH:6][C:7]=1[CH:8]=[O:9], predict the reactants needed to synthesize it. The reactants are: [OH:1][C:2]1[C:7]([CH2:8][OH:9])=[CH:6][C:5]([N+:10]([O-:12])=[O:11])=[CH:4][C:3]=1[CH2:13][OH:14].CCOC(C)=O.CCCCCC. (2) Given the product [CH2:15]([CH:6]1[C:7]2[CH:8]=[CH:9][CH:10]=[CH:11][C:12]=2[C:13]2[S:14][C:2]([CH:35]=[O:36])=[CH:3][C:4]=2[N:5]1[S:17]([C:20]1[CH:21]=[CH:22][C:23]([O:26][CH3:27])=[CH:24][CH:25]=1)(=[O:19])=[O:18])[CH3:16], predict the reactants needed to synthesize it. The reactants are: Br[C:2]1[S:14][C:13]2[C:12]3[CH:11]=[CH:10][CH:9]=[CH:8][C:7]=3[CH:6]([CH2:15][CH3:16])[N:5]([S:17]([C:20]3[CH:25]=[CH:24][C:23]([O:26][CH3:27])=[CH:22][CH:21]=3)(=[O:19])=[O:18])[C:4]=2[CH:3]=1.C([Li])CCC.CN(C)[CH:35]=[O:36]. (3) Given the product [F:1][C:2]1[CH:7]=[CH:6][C:5]([C:8]2[CH:9]=[C:10]3[N:11]([C:12]([S:16][CH3:17])=[N:13][CH:14]=[CH:15]3)[N:18]=2)=[CH:4][CH:3]=1, predict the reactants needed to synthesize it. The reactants are: [F:1][C:2]1[CH:7]=[CH:6][C:5]([C:8](=[N:18]O)[CH2:9][C:10]2[CH:15]=[CH:14][N:13]=[C:12]([S:16][CH3:17])[N:11]=2)=[CH:4][CH:3]=1.FC(F)(F)C(OC(=O)C(F)(F)F)=O.C(N(CC)CC)C. (4) The reactants are: [CH2:1]([C:8]1[NH:13][C:12](=[O:14])[C:11]([C:15]2[CH:20]=[CH:19][C:18]([O:21][C:22]3[CH:27]=[CH:26][N:25]=[C:24]4[CH:28]=[C:29](I)[S:30][C:23]=34)=[C:17]([F:32])[CH:16]=2)=[CH:10][N:9]=1)[C:2]1[CH:7]=[CH:6][CH:5]=[CH:4][CH:3]=1.[CH3:33][N:34]1[CH2:39][CH2:38][N:37]([CH2:40][C:41]#[CH:42])[CH2:36][CH2:35]1.C(N(CC)CC)C. Given the product [CH2:1]([C:8]1[NH:13][C:12](=[O:14])[C:11]([C:15]2[CH:20]=[CH:19][C:18]([O:21][C:22]3[CH:27]=[CH:26][N:25]=[C:24]4[CH:28]=[C:29]([C:42]#[C:41][CH2:40][N:37]5[CH2:38][CH2:39][N:34]([CH3:33])[CH2:35][CH2:36]5)[S:30][C:23]=34)=[C:17]([F:32])[CH:16]=2)=[CH:10][N:9]=1)[C:2]1[CH:7]=[CH:6][CH:5]=[CH:4][CH:3]=1, predict the reactants needed to synthesize it. (5) Given the product [Cl:1][C:2]1[CH:7]=[CH:6][C:5]([C:8]2[C:17]3[C:12](=[CH:13][CH:14]=[CH:15][CH:16]=3)[CH:11]=[C:10]([CH3:18])[C:9]=2[CH:20]=[CH2:21])=[CH:4][CH:3]=1, predict the reactants needed to synthesize it. The reactants are: [Cl:1][C:2]1[CH:7]=[CH:6][C:5]([C:8]2[C:17]3[C:12](=[CH:13][CH:14]=[CH:15][CH:16]=3)[CH:11]=[C:10]([CH3:18])[C:9]=2I)=[CH:4][CH:3]=1.[CH2:20]([Sn](CCCC)(CCCC)C=C)[CH2:21]CC. (6) Given the product [O:1]1[C:5]2[CH:6]=[CH:7][CH:8]=[CH:9][C:4]=2[N:3]=[C:2]1[CH:16]([OH:15])[C@@H:17]([NH:20][C:21](=[O:27])[O:22][C:23]([CH3:25])([CH3:24])[CH3:26])[CH2:18][CH3:19], predict the reactants needed to synthesize it. The reactants are: [O:1]1[C:5]2[CH:6]=[CH:7][CH:8]=[CH:9][C:4]=2[N:3]=[CH:2]1.C([Mg]Cl)(C)C.[O:15]=[CH:16][C@@H:17]([NH:20][C:21](=[O:27])[O:22][C:23]([CH3:26])([CH3:25])[CH3:24])[CH2:18][CH3:19].[Cl-].[NH4+].